Dataset: Forward reaction prediction with 1.9M reactions from USPTO patents (1976-2016). Task: Predict the product of the given reaction. (1) Given the reactants C(N(CC)CC)C.[Br:8][C:9]1[N:10]=[CH:11][NH:12][CH:13]=1.[C:14](Cl)([C:27]1[CH:32]=[CH:31][CH:30]=[CH:29][CH:28]=1)([C:21]1[CH:26]=[CH:25][CH:24]=[CH:23][CH:22]=1)[C:15]1[CH:20]=[CH:19][CH:18]=[CH:17][CH:16]=1.C(=O)([O-])O.[Na+], predict the reaction product. The product is: [Br:8][C:9]1[N:10]=[CH:11][N:12]([C:14]([C:15]2[CH:20]=[CH:19][CH:18]=[CH:17][CH:16]=2)([C:27]2[CH:28]=[CH:29][CH:30]=[CH:31][CH:32]=2)[C:21]2[CH:22]=[CH:23][CH:24]=[CH:25][CH:26]=2)[CH:13]=1. (2) Given the reactants C(OC([NH:8][C:9]1[N:14]=[C:13]([CH2:15][CH2:16][N:17]([C:25]2[CH:30]=[CH:29][C:28]([NH:31][C:32]([C:34]3[C:35]([N:41]4[CH2:46][CH2:45][CH:44]([CH3:47])[CH2:43][CH2:42]4)=[N:36][C:37]([CH3:40])=[CH:38][CH:39]=3)=[O:33])=[CH:27][CH:26]=2)C(=O)OC(C)(C)C)[CH:12]=[CH:11][CH:10]=1)=O)(C)(C)C.FC(F)(F)C(O)=O, predict the reaction product. The product is: [NH2:8][C:9]1[N:14]=[C:13]([CH2:15][CH2:16][NH:17][C:25]2[CH:26]=[CH:27][C:28]([NH:31][C:32](=[O:33])[C:34]3[CH:39]=[CH:38][C:37]([CH3:40])=[N:36][C:35]=3[N:41]3[CH2:46][CH2:45][CH:44]([CH3:47])[CH2:43][CH2:42]3)=[CH:29][CH:30]=2)[CH:12]=[CH:11][CH:10]=1. (3) The product is: [Cl:8][C:7]1[C:6](=[O:9])[N:5]([CH3:10])[N:4]=[CH:3][C:2]=1[Cl:1]. Given the reactants [Cl:1][C:2]1[CH:3]=[N:4][NH:5][C:6](=[O:9])[C:7]=1[Cl:8].[C:10](=O)([O-])[O-].[K+].[K+].IC, predict the reaction product. (4) Given the reactants Br[C:2]1[CH:7]=[CH:6][C:5](/[CH:8]=[C:9](\Cl)/[C:10]2[CH:15]=[CH:14][C:13]([CH2:16][CH2:17][CH2:18][CH3:19])=[CH:12][CH:11]=2)=[CH:4][CH:3]=1.[OH-].[K+].[O:23]1CCOC[CH2:24]1, predict the reaction product. The product is: [CH2:16]([C:13]1[CH:14]=[CH:15][C:10]([C:9]#[C:8][C:5]2[CH:6]=[CH:7][C:2]([CH:24]=[O:23])=[CH:3][CH:4]=2)=[CH:11][CH:12]=1)[CH2:17][CH2:18][CH3:19]. (5) Given the reactants Cl[C:2]1[CH:16]=[CH:15][C:5]2[C:6](=[O:14])[NH:7][C:8]3[C:13]([C:4]=2[CH:3]=1)=[CH:12][CH:11]=[CH:10][N:9]=3.C[C:18]1[CH:19]=[C:20]([CH:23]=[CH:24][CH:25]=1)[CH2:21][NH2:22].[CH:26]1(P(C2CCCCC2)C2C=CC=CC=2C2C(C(C)C)=CC(C(C)C)=CC=2C(C)C)CCCCC1.CC(C)([O-])C.[Na+], predict the reaction product. The product is: [CH3:26][C:19]1[CH:18]=[CH:25][CH:24]=[CH:23][C:20]=1[CH2:21][NH:22][C:2]1[CH:16]=[CH:15][C:5]2[C:6](=[O:14])[NH:7][C:8]3[C:13]([C:4]=2[CH:3]=1)=[CH:12][CH:11]=[CH:10][N:9]=3. (6) Given the reactants C[O:2][C:3](=[O:32])[C@@H:4]([O:29][CH2:30][CH3:31])[CH2:5][C:6]1[CH:11]=[CH:10][C:9]([O:12][CH2:13][C:14]2[N:15]=[C:16]([C:20]3[CH:25]=[CH:24][CH:23]=[CH:22][C:21]=3[O:26][CH3:27])[O:17][C:18]=2[CH3:19])=[CH:8][C:7]=1[Cl:28].[Li+].[OH-], predict the reaction product. The product is: [Cl:28][C:7]1[CH:8]=[C:9]([O:12][CH2:13][C:14]2[N:15]=[C:16]([C:20]3[CH:25]=[CH:24][CH:23]=[CH:22][C:21]=3[O:26][CH3:27])[O:17][C:18]=2[CH3:19])[CH:10]=[CH:11][C:6]=1[CH2:5][C@H:4]([O:29][CH2:30][CH3:31])[C:3]([OH:32])=[O:2]. (7) Given the reactants [Cl:1][C:2]1[CH:7]=[CH:6][C:5]([NH:8][C:9]([NH:11][C:12]2[CH:17]=[CH:16][C:15]([OH:18])=[C:14]([C:19]3[N:20]([CH3:24])[N:21]=[CH:22][CH:23]=3)[CH:13]=2)=[O:10])=[CH:4][CH:3]=1.[C:42]1(P([C:38]2[CH:43]=[CH:42][CH:41]=CC=2)[C:42]2[CH:41]=CC=[CH:38][CH:43]=2)[CH:41]=CC=[CH:38][CH:43]=1.[NH:44]1CC[CH2:46][CH2:45]1.N(C(OC(C)C)=O)=NC(OC(C)C)=O, predict the reaction product. The product is: [Cl:1][C:2]1[CH:3]=[CH:4][C:5]([NH:8][C:9]([NH:11][C:12]2[CH:17]=[CH:16][C:15]([O:18][CH2:46][CH2:45][N:44]3[CH2:41][CH2:42][CH2:43][CH2:38]3)=[C:14]([C:19]3[N:20]([CH3:24])[N:21]=[CH:22][CH:23]=3)[CH:13]=2)=[O:10])=[CH:6][CH:7]=1.